Dataset: Peptide-MHC class I binding affinity with 185,985 pairs from IEDB/IMGT. Task: Regression. Given a peptide amino acid sequence and an MHC pseudo amino acid sequence, predict their binding affinity value. This is MHC class I binding data. (1) The peptide sequence is YVFAIPLPF. The MHC is HLA-A32:07 with pseudo-sequence HLA-A32:07. The binding affinity (normalized) is 0.834. (2) The peptide sequence is ISIYSRPKIK. The MHC is HLA-A33:01 with pseudo-sequence HLA-A33:01. The binding affinity (normalized) is 0.160. (3) The peptide sequence is AEMRETHWL. The MHC is HLA-B27:05 with pseudo-sequence HLA-B27:05. The binding affinity (normalized) is 0.0847. (4) The peptide sequence is CLFDRYFKY. The MHC is HLA-A33:01 with pseudo-sequence HLA-A33:01. The binding affinity (normalized) is 0.321. (5) The peptide sequence is SPMETTAEF. The MHC is HLA-A26:01 with pseudo-sequence HLA-A26:01. The binding affinity (normalized) is 0.630.